This data is from NCI-60 drug combinations with 297,098 pairs across 59 cell lines. The task is: Regression. Given two drug SMILES strings and cell line genomic features, predict the synergy score measuring deviation from expected non-interaction effect. (1) Drug 1: C1=CC(=CC=C1CCCC(=O)O)N(CCCl)CCCl. Drug 2: CC1=C(C=C(C=C1)NC(=O)C2=CC=C(C=C2)CN3CCN(CC3)C)NC4=NC=CC(=N4)C5=CN=CC=C5. Cell line: CCRF-CEM. Synergy scores: CSS=38.8, Synergy_ZIP=-3.79, Synergy_Bliss=-6.11, Synergy_Loewe=-11.8, Synergy_HSA=-6.74. (2) Drug 1: CC1=C(C(CCC1)(C)C)C=CC(=CC=CC(=CC(=O)O)C)C. Drug 2: C1CC(=O)NC(=O)C1N2C(=O)C3=CC=CC=C3C2=O. Cell line: UACC62. Synergy scores: CSS=1.14, Synergy_ZIP=-2.49, Synergy_Bliss=-0.345, Synergy_Loewe=-2.16, Synergy_HSA=-1.91. (3) Drug 1: C1CCC(CC1)NC(=O)N(CCCl)N=O. Drug 2: B(C(CC(C)C)NC(=O)C(CC1=CC=CC=C1)NC(=O)C2=NC=CN=C2)(O)O. Cell line: T-47D. Synergy scores: CSS=-0.911, Synergy_ZIP=-2.18, Synergy_Bliss=1.38, Synergy_Loewe=0.385, Synergy_HSA=0.267.